From a dataset of Catalyst prediction with 721,799 reactions and 888 catalyst types from USPTO. Predict which catalyst facilitates the given reaction. Product: [CH:18]1[C:19]2[CH:20]([O:22][C:23](=[O:104])[N:24]([CH3:103])[C@@H:25]([CH:100]([CH3:101])[CH3:102])[C:26]([NH:28][C@@H:29]([CH3:99])[C:30]([NH:32][C:33]3[CH:38]=[CH:37][C:36]([C:39]4[CH2:40][CH:41]5[CH:47]=[N:46][C:45]6[CH:57]=[C:58]([O:63][CH2:64][CH2:65][CH2:66][O:67][C:68]7[C:69]([O:95][CH3:96])=[CH:70][C:71]8[C:77](=[O:78])[N:76]9[CH:79]=[C:80]([CH:82]%10[CH2:84][CH2:83]%10)[CH2:81][CH:75]9[CH:74]=[N:73][C:72]=8[CH:94]=7)[C:59]([O:61][CH3:62])=[CH:60][C:44]=6[C:43](=[O:97])[N:42]5[CH:98]=4)=[CH:35][CH:34]=3)=[O:31])=[O:27])[C:21]3[C:13](=[CH:12][CH:11]=[CH:10][CH:9]=3)[C:14]=2[CH:15]=[CH:16][CH:17]=1. Reactant: [Li+].[B-](CC)(CC)CC.[CH:9]1[C:21]2[CH:20]([O:22][C:23](=[O:104])[N:24]([CH3:103])[C@@H:25]([CH:100]([CH3:102])[CH3:101])[C:26]([NH:28][C@@H:29]([CH3:99])[C:30]([NH:32][C:33]3[CH:38]=[CH:37][C:36]([C:39]4[CH2:40][CH:41]5[C:47](=O)[N:46](COCC[Si](C)(C)C)[C:45]6[CH:57]=[C:58]([O:63][CH2:64][CH2:65][CH2:66][O:67][C:68]7[C:69]([O:95][CH3:96])=[CH:70][C:71]8[C:77](=[O:78])[N:76]9[CH:79]=[C:80]([CH:82]%10[CH2:84][CH2:83]%10)[CH2:81][CH:75]9[C:74](=O)[N:73](COCC[Si](C)(C)C)[C:72]=8[CH:94]=7)[C:59]([O:61][CH3:62])=[CH:60][C:44]=6[C:43](=[O:97])[N:42]5[CH:98]=4)=[CH:35][CH:34]=3)=[O:31])=[O:27])[C:19]3[C:14](=[CH:15][CH:16]=[CH:17][CH:18]=3)[C:13]=2[CH:12]=[CH:11][CH:10]=1. The catalyst class is: 1.